Dataset: Full USPTO retrosynthesis dataset with 1.9M reactions from patents (1976-2016). Task: Predict the reactants needed to synthesize the given product. (1) Given the product [C:60]1([C:67]2[CH:68]=[CH:69][CH:70]=[CH:71][CH:72]=2)[CH:65]=[CH:64][CH:63]=[CH:62][C:61]=1[NH:66][C:2]1[CH:7]=[CH:6][C:5]([S:8]([NH:11][C:12]2[S:13][CH:14]=[CH:15][N:16]=2)(=[O:10])=[O:9])=[C:4]([F:17])[CH:3]=1, predict the reactants needed to synthesize it. The reactants are: Br[C:2]1[CH:7]=[CH:6][C:5]([S:8]([NH:11][C:12]2[S:13][CH:14]=[CH:15][N:16]=2)(=[O:10])=[O:9])=[C:4]([F:17])[CH:3]=1.CC1(C)C2C=CC=C(P(C3C=CC=CC=3)C3C=CC=CC=3)C=2OC2C1=CC=CC=2P(C1C=CC=CC=1)C1C=CC=CC=1.[C:60]1([C:67]2[CH:72]=[CH:71][CH:70]=[CH:69][CH:68]=2)[C:61]([NH2:66])=[CH:62][CH:63]=[CH:64][CH:65]=1.CC(C)([O-])C.[Na+].C(O)(C)(C)C. (2) Given the product [S:1]([N:11]1[C:15]2=[N:16][CH:17]=[C:18]([CH:20]=[N:23][OH:24])[CH:19]=[C:14]2[CH:13]=[CH:12]1)([C:4]1[CH:10]=[CH:9][C:7]([CH3:8])=[CH:6][CH:5]=1)(=[O:3])=[O:2], predict the reactants needed to synthesize it. The reactants are: [S:1]([N:11]1[C:15]2=[N:16][CH:17]=[C:18]([CH:20]=O)[CH:19]=[C:14]2[CH:13]=[CH:12]1)([C:4]1[CH:10]=[CH:9][C:7]([CH3:8])=[CH:6][CH:5]=1)(=[O:3])=[O:2].Cl.[NH2:23][OH:24].N1C=CC=CC=1.